Dataset: Reaction yield outcomes from USPTO patents with 853,638 reactions. Task: Predict the reaction yield, written as a fraction of the theoretical maximum amount of product (1.0 means a 100% yield; for example, 0.34 means a 34% yield). The reactants are [CH3:1][N:2]1[C:6]([C:7]2[CH:8]=[C:9]([NH2:22])[CH:10]=[CH:11][C:12]=2[O:13][CH2:14][CH2:15][N:16]2[CH2:21][CH2:20][S:19][CH2:18][CH2:17]2)=[CH:5][CH:4]=[N:3]1.C(Cl)Cl.N1C=CC=CC=1.Cl[C:33]([O:35][CH:36]([CH3:38])[CH3:37])=[O:34]. The catalyst is CS(C)=O. The product is [CH:36]([O:35][C:33](=[O:34])[NH:22][C:9]1[CH:10]=[CH:11][C:12]([O:13][CH2:14][CH2:15][N:16]2[CH2:17][CH2:18][S:19][CH2:20][CH2:21]2)=[C:7]([C:6]2[N:2]([CH3:1])[N:3]=[CH:4][CH:5]=2)[CH:8]=1)([CH3:38])[CH3:37]. The yield is 0.840.